This data is from Catalyst prediction with 721,799 reactions and 888 catalyst types from USPTO. The task is: Predict which catalyst facilitates the given reaction. (1) Reactant: [NH:1]1[C:9]2[C:4](=[CH:5][C:6]([CH:10]([C:22]3[CH:27]=[CH:26][CH:25]=[CH:24][CH:23]=3)[C:11]([CH3:21])([CH3:20])[C:12]([NH:14][C:15]3[S:16][CH:17]=[CH:18][N:19]=3)=[O:13])=[CH:7][CH:8]=2)[CH:3]=[CH:2]1.ClS([N:32]=[C:33]=O)(=O)=O.CN(C=O)C. Product: [C:33]([C:3]1[C:4]2[C:9](=[CH:8][CH:7]=[C:6]([CH:10]([C:22]3[CH:23]=[CH:24][CH:25]=[CH:26][CH:27]=3)[C:11]([CH3:21])([CH3:20])[C:12]([NH:14][C:15]3[S:16][CH:17]=[CH:18][N:19]=3)=[O:13])[CH:5]=2)[NH:1][CH:2]=1)#[N:32]. The catalyst class is: 10. (2) Reactant: [O:1]1[C:6]2[CH:7]=[CH:8][CH:9]=[CH:10][C:5]=2[N:4]([C:11]([N:13]2[CH2:17][CH:16]=[C:15]([C:18]3[CH:23]=[CH:22][C:21]([F:24])=[CH:20][C:19]=3[C:25]([F:28])([F:27])[F:26])[CH2:14]2)=[O:12])[CH2:3][CH2:2]1. Product: [O:1]1[C:6]2[CH:7]=[CH:8][CH:9]=[CH:10][C:5]=2[N:4]([C:11]([N:13]2[CH2:17][CH2:16][CH:15]([C:18]3[CH:23]=[CH:22][C:21]([F:24])=[CH:20][C:19]=3[C:25]([F:26])([F:28])[F:27])[CH2:14]2)=[O:12])[CH2:3][CH2:2]1. The catalyst class is: 19. (3) Reactant: [Cl-].[OH:2][C:3]1[C:8]([CH3:9])=[CH:7][C:6]([S+:10]([CH3:12])[CH3:11])=[CH:5][C:4]=1[CH3:13].O.[F:15][C:16]([F:31])([S:27]([O-:30])(=[O:29])=[O:28])[C:17]([F:26])([F:25])[C:18]([F:24])([F:23])[C:19]([F:22])([F:21])[F:20].[K+]. Product: [S:27]([C:16]([C:17]([C:18]([C:19]([F:20])([F:21])[F:22])([F:23])[F:24])([F:26])[F:25])([F:31])[F:15])([O-:30])(=[O:29])=[O:28].[OH:2][C:3]1[C:4]([CH3:13])=[CH:5][C:6]([S+:10]([CH3:11])[CH3:12])=[CH:7][C:8]=1[CH3:9]. The catalyst class is: 21.